Dataset: Peptide-MHC class II binding affinity with 134,281 pairs from IEDB. Task: Regression. Given a peptide amino acid sequence and an MHC pseudo amino acid sequence, predict their binding affinity value. This is MHC class II binding data. (1) The peptide sequence is ALSRVQSMFLGTGGS. The MHC is DRB1_1501 with pseudo-sequence DRB1_1501. The binding affinity (normalized) is 0.497. (2) The peptide sequence is TFAATTNPWASLPG. The MHC is DRB1_1302 with pseudo-sequence DRB1_1302. The binding affinity (normalized) is 0.285.